From a dataset of Peptide-MHC class I binding affinity with 185,985 pairs from IEDB/IMGT. Regression. Given a peptide amino acid sequence and an MHC pseudo amino acid sequence, predict their binding affinity value. This is MHC class I binding data. (1) The peptide sequence is LVYIFEPEK. The MHC is HLA-A33:01 with pseudo-sequence HLA-A33:01. The binding affinity (normalized) is 0. (2) The peptide sequence is QVCHTTVPWPN. The MHC is HLA-B27:05 with pseudo-sequence HLA-B27:05. The binding affinity (normalized) is 0. (3) The peptide sequence is ANPGRVKDW. The MHC is HLA-B58:01 with pseudo-sequence HLA-B58:01. The binding affinity (normalized) is 0.0847. (4) The peptide sequence is TVQKDGMYF. The MHC is HLA-A24:03 with pseudo-sequence HLA-A24:03. The binding affinity (normalized) is 0.433. (5) The peptide sequence is NETPGIRYQY. The MHC is HLA-B44:02 with pseudo-sequence HLA-B44:02. The binding affinity (normalized) is 0.485.